Dataset: NCI-60 drug combinations with 297,098 pairs across 59 cell lines. Task: Regression. Given two drug SMILES strings and cell line genomic features, predict the synergy score measuring deviation from expected non-interaction effect. (1) Drug 1: C1=NC2=C(N1)C(=S)N=CN2. Drug 2: CCN(CC)CCCC(C)NC1=C2C=C(C=CC2=NC3=C1C=CC(=C3)Cl)OC. Cell line: NCI/ADR-RES. Synergy scores: CSS=44.0, Synergy_ZIP=-6.71, Synergy_Bliss=-5.33, Synergy_Loewe=-9.15, Synergy_HSA=-0.191. (2) Drug 1: CC1=C(C(=O)C2=C(C1=O)N3CC4C(C3(C2COC(=O)N)OC)N4)N. Drug 2: CC1C(C(CC(O1)OC2CC(CC3=C2C(=C4C(=C3O)C(=O)C5=C(C4=O)C(=CC=C5)OC)O)(C(=O)CO)O)N)O.Cl. Cell line: U251. Synergy scores: CSS=46.4, Synergy_ZIP=-4.24, Synergy_Bliss=-5.57, Synergy_Loewe=0.00650, Synergy_HSA=1.04. (3) Drug 1: C1CCC(C1)C(CC#N)N2C=C(C=N2)C3=C4C=CNC4=NC=N3. Drug 2: CCCCC(=O)OCC(=O)C1(CC(C2=C(C1)C(=C3C(=C2O)C(=O)C4=C(C3=O)C=CC=C4OC)O)OC5CC(C(C(O5)C)O)NC(=O)C(F)(F)F)O. Cell line: TK-10. Synergy scores: CSS=9.57, Synergy_ZIP=-1.04, Synergy_Bliss=1.56, Synergy_Loewe=-19.6, Synergy_HSA=1.31. (4) Drug 1: C1=CC=C(C=C1)NC(=O)CCCCCCC(=O)NO. Drug 2: C1CNP(=O)(OC1)N(CCCl)CCCl. Cell line: NCI-H460. Synergy scores: CSS=7.70, Synergy_ZIP=-0.478, Synergy_Bliss=1.10, Synergy_Loewe=-8.64, Synergy_HSA=-1.47. (5) Drug 1: C1CCC(CC1)NC(=O)N(CCCl)N=O. Drug 2: C1=NNC2=C1C(=O)NC=N2. Cell line: HT29. Synergy scores: CSS=14.7, Synergy_ZIP=-1.66, Synergy_Bliss=8.74, Synergy_Loewe=-3.20, Synergy_HSA=4.75.